Dataset: Full USPTO retrosynthesis dataset with 1.9M reactions from patents (1976-2016). Task: Predict the reactants needed to synthesize the given product. (1) The reactants are: [CH3:1][Mg]Br.[Br:4][C:5]1[CH:10]=[CH:9][N:8]=[C:7]([C:11]#[N:12])[CH:6]=1.[BH4-].[Na+].[OH-].[Na+]. Given the product [Br:4][C:5]1[CH:10]=[CH:9][N:8]=[C:7]([CH:11]([NH2:12])[CH3:1])[CH:6]=1, predict the reactants needed to synthesize it. (2) Given the product [CH2:1]([N:3]1[C:7](=[NH:8])/[C:6](=[CH:9]\[C:10]2[CH:15]=[CH:14][C:13]([OH:16])=[C:12]([O:26][CH3:27])[CH:11]=2)/[N:5]([CH3:28])[C:4]1=[O:29])[CH3:2], predict the reactants needed to synthesize it. The reactants are: [CH2:1]([N:3]1[C:7](=[NH:8])/[C:6](=[CH:9]/[C:10]2[CH:15]=[CH:14][C:13]([O:16]CC3C=CC(OC)=CC=3)=[C:12]([O:26][CH3:27])[CH:11]=2)/[N:5]([CH3:28])[C:4]1=[O:29])[CH3:2]. (3) Given the product [CH3:31][O:32][C:17]1[CH:16]=[CH:15][CH:14]=[CH:13][C:12]=1[C:11]1[N:10]([CH2:18][O:19][CH2:20][CH2:21][Si:22]([CH3:24])([CH3:23])[CH3:25])[C:9]([CH2:26][CH2:27][C:28]([OH:30])=[O:29])=[N:8][CH:7]=1, predict the reactants needed to synthesize it. The reactants are: C1([C:7]2[N:8]=[C:9]([CH2:26][CH2:27][C:28]([OH:30])=[O:29])[N:10]([CH2:18][O:19][CH2:20][CH2:21][Si:22]([CH3:25])([CH3:24])[CH3:23])[C:11]=2[C:12]2[CH:17]=[CH:16][CH:15]=[CH:14][CH:13]=2)C=CC=CC=1.[CH3:31][O:32]C1C=CC=CC=1C(=O)C=O. (4) Given the product [CH2:12]([O:10][C:5]1[C:4]([F:11])=[CH:3][C:2]([Br:1])=[CH:9][C:6]=1[CH:7]=[O:8])[C:13]1[CH:18]=[CH:17][CH:16]=[CH:15][CH:14]=1, predict the reactants needed to synthesize it. The reactants are: [Br:1][C:2]1[CH:3]=[C:4]([F:11])[C:5]([OH:10])=[C:6]([CH:9]=1)[CH:7]=[O:8].[CH2:12](Br)[C:13]1[CH:18]=[CH:17][CH:16]=[CH:15][CH:14]=1.C(=O)([O-])[O-].[Cs+].[Cs+]. (5) The reactants are: [NH2:1][C:2]1[CH:7]=[C:6]([C:8]2[CH:13]=[CH:12][CH:11]=[C:10]([C:14]([F:17])([F:16])[F:15])[CH:9]=2)[N:5]=[C:4]([C:18]#[N:19])[C:3]=1[N+:20]([O-])=O. Given the product [NH2:20][C:3]1[C:4]([C:18]#[N:19])=[N:5][C:6]([C:8]2[CH:13]=[CH:12][CH:11]=[C:10]([C:14]([F:17])([F:15])[F:16])[CH:9]=2)=[CH:7][C:2]=1[NH2:1], predict the reactants needed to synthesize it.